From a dataset of Peptide-MHC class I binding affinity with 185,985 pairs from IEDB/IMGT. Regression. Given a peptide amino acid sequence and an MHC pseudo amino acid sequence, predict their binding affinity value. This is MHC class I binding data. (1) The peptide sequence is IVTRIVELL. The MHC is HLA-A31:01 with pseudo-sequence HLA-A31:01. The binding affinity (normalized) is 0.144. (2) The peptide sequence is ELLEPLYDV. The MHC is BoLA-T2b with pseudo-sequence BoLA-T2b. The binding affinity (normalized) is 0.0641. (3) The peptide sequence is EIAQHGAWY. The MHC is HLA-B51:01 with pseudo-sequence HLA-B51:01. The binding affinity (normalized) is 0.0847. (4) The binding affinity (normalized) is 0.0847. The peptide sequence is MQDVFTFYV. The MHC is HLA-B18:01 with pseudo-sequence HLA-B18:01.